This data is from HIV replication inhibition screening data with 41,000+ compounds from the AIDS Antiviral Screen. The task is: Binary Classification. Given a drug SMILES string, predict its activity (active/inactive) in a high-throughput screening assay against a specified biological target. (1) The drug is Nc1nc(N)c(N=O)c(N)n1. The result is 0 (inactive). (2) The compound is COc1c(O)cc2c(c1O)C1OC(CO)C(O)C(O)C1OC2=O. The result is 0 (inactive). (3) The drug is Cc1c2ccccc2n[c-](CS(C)=O)[n+]1=O. The result is 0 (inactive). (4) The compound is O=C([OH+][Mn+]1(C#[O+])(C#[O+])(C#[O+])[PH](c2ccccc2)(c2ccccc2)C=C[PH]1(c1ccccc1)c1ccccc1)C(F)(F)F. The result is 0 (inactive). (5) The compound is Cc1ccc(C(=O)C=C(O)C(=O)NN=C(c2ccccc2)c2ccccc2)cc1. The result is 0 (inactive). (6) The molecule is COc1nc(N(C)C)nc2c1n(C)c[n+]2C.[Cl-]. The result is 0 (inactive). (7) The drug is O=c1oc2ccccc2cc1P(=O)(O)O. The result is 0 (inactive). (8) The molecule is NC(=O)C1C2CC3C(NC(=O)C31)C2O. The result is 0 (inactive).